This data is from Reaction yield outcomes from USPTO patents with 853,638 reactions. The task is: Predict the reaction yield, written as a fraction of the theoretical maximum amount of product (1.0 means a 100% yield; for example, 0.34 means a 34% yield). (1) The reactants are [CH3:1][O:2][C:3]1[CH:4]=[C:5]2[C:10](=[CH:11][C:12]=1[O:13][CH3:14])[N:9]=[CH:8][CH:7]=[C:6]2[O:15][C:16]1[CH:22]=[CH:21][C:19]([NH2:20])=[C:18]([CH3:23])[C:17]=1[CH3:24].Cl[C:26](Cl)([O:28][C:29](=[O:35])OC(Cl)(Cl)Cl)Cl.C[C:38]1[CH:43]=[CH:42][CH:41]=[C:40]([CH3:44])[C:39]=1O.C(=O)(O)[O-].[Na+]. The catalyst is C(Cl)Cl.C(N(CC)CC)C.C1(C)C=CC=CC=1. The product is [CH3:1][O:2][C:3]1[CH:4]=[C:5]2[C:10](=[CH:11][C:12]=1[O:13][CH3:14])[N:9]=[CH:8][CH:7]=[C:6]2[O:15][C:16]1[CH:22]=[CH:21][C:19]([NH:20][C:29](=[O:35])[O:28][C:26]2[C:42]([CH3:41])=[CH:43][CH:38]=[CH:39][C:40]=2[CH3:44])=[C:18]([CH3:23])[C:17]=1[CH3:24]. The yield is 0.890. (2) The reactants are [NH2:1][CH2:2][C:3]([OH:5])=[O:4].[OH:6][C:7]([C:9]([F:12])([F:11])[F:10])=O.[CH2:13]1[CH2:18]CC(N=C=N[CH:13]2[CH2:18]CC[CH2:15][CH2:14]2)[CH2:15][CH2:14]1.C(O)/C=C/C. The catalyst is CN(C1C=CN=CC=1)C.C(Cl)Cl. The product is [F:10][C:9]([F:12])([F:11])[C:7]([NH:1][CH2:2][C:3]([O:5][CH2:18]/[CH:13]=[CH:14]/[CH3:15])=[O:4])=[O:6]. The yield is 0.780. (3) The reactants are BrC1C=CC2[C:8]3([C:23](=O)OC=2C=1)[C:16]1[C:11](=[CH:12][CH:13]=[CH:14][CH:15]=1)[N:10]([CH2:17][C@H:18]1[CH2:22][CH2:21][CH2:20][O:19]1)[CH2:9]3.[C:26](=[NH:39])(C1C=CC=CC=1)[C:27]1C=CC=C[CH:28]=1.C[C:41]([CH3:44])([O-:43])[CH3:42].[Na+].C(OCC)(=[O:48])C. The catalyst is C1(C)C=CC=CC=1.C1C=CC(/C=C/C(/C=C/C2C=CC=CC=2)=O)=CC=1.C1C=CC(/C=C/C(/C=C/C2C=CC=CC=2)=O)=CC=1.C1C=CC(/C=C/C(/C=C/C2C=CC=CC=2)=O)=CC=1.[Pd].[Pd]. The product is [NH2:39][C:26]1[CH:27]=[CH:28][C:44]2[C:8]3([CH2:23][O:43][C:41]=2[CH:42]=1)[C:16]1[C:11](=[CH:12][CH:13]=[CH:14][CH:15]=1)[N:10]([CH2:17][C@H:18]1[CH2:22][CH2:21][CH2:20][O:19]1)[C:9]3=[O:48]. The yield is 0.610. (4) The reactants are CS(OS(C)(=O)=O)(=O)=O.[C:10]([C:14]1[CH:15]=[C:16]([NH:20][C:21]([NH:23][CH2:24][C:25]2[CH:30]=[CH:29][CH:28]=[CH:27][C:26]=2[NH:31][C:32]2[CH:33]=[C:34]3[C:38](=[CH:39][CH:40]=2)[N:37]([CH2:41][CH2:42][CH2:43]O)[N:36]=[CH:35]3)=O)[N:17]([CH3:19])[N:18]=1)([CH3:13])([CH3:12])[CH3:11].[CH:45]([N:48](C(C)C)CC)([CH3:47])[CH3:46].C(N)(C)C.CC#N.[OH2:61]. No catalyst specified. The product is [C:10]([C:14]1[CH:15]=[C:16]([NH:20][C:21]([NH:23][CH2:24][C:25]2[CH:30]=[CH:29][CH:28]=[CH:27][C:26]=2[NH:31][C:32]2[CH:33]=[C:34]3[C:38](=[CH:39][CH:40]=2)[N:37]([CH2:41][CH2:42][CH2:43][NH:48][CH:45]([CH3:47])[CH3:46])[N:36]=[CH:35]3)=[O:61])[N:17]([CH3:19])[N:18]=1)([CH3:13])([CH3:12])[CH3:11]. The yield is 0.200. (5) The reactants are C1(C(C2C=CC=CC=2)[N:8]2[C:16]3[CH:15]=[C:14]4[O:17][CH2:18][CH2:19][O:20][C:13]4=[CH:12][C:11]=3[C:10]3([CH2:24][O:23][C:22]4[CH:25]=[C:26]5[C:30](=[CH:31][C:21]3=4)[CH2:29][CH2:28][O:27]5)[C:9]2=[O:32])C=CC=CC=1.C([SiH](CC)CC)C. The catalyst is FC(F)(F)C(O)=O. The product is [O:20]1[C:13]2=[CH:12][C:11]3[C:10]4([CH2:24][O:23][C:22]5[CH:25]=[C:26]6[C:30](=[CH:31][C:21]4=5)[CH2:29][CH2:28][O:27]6)[C:9](=[O:32])[NH:8][C:16]=3[CH:15]=[C:14]2[O:17][CH2:18][CH2:19]1. The yield is 0.230. (6) The reactants are C(OC([N:8]1[CH2:13][CH2:12][N:11]([CH2:14][CH2:15][O:16][C:17]2[CH:22]=[CH:21][C:20]([C:23]([O:25][CH3:26])=[O:24])=[CH:19][C:18]=2[CH3:27])[CH2:10][CH2:9]1)=O)(C)(C)C.[ClH:28]. The catalyst is O1CCOCC1. The product is [ClH:28].[ClH:28].[CH3:26][O:25][C:23](=[O:24])[C:20]1[CH:21]=[CH:22][C:17]([O:16][CH2:15][CH2:14][N:11]2[CH2:12][CH2:13][NH:8][CH2:9][CH2:10]2)=[C:18]([CH3:27])[CH:19]=1. The yield is 1.00.